This data is from Peptide-MHC class II binding affinity with 134,281 pairs from IEDB. The task is: Regression. Given a peptide amino acid sequence and an MHC pseudo amino acid sequence, predict their binding affinity value. This is MHC class II binding data. (1) The peptide sequence is MASHIHLVIHRIRTL. The MHC is HLA-DQA10501-DQB10303 with pseudo-sequence HLA-DQA10501-DQB10303. The binding affinity (normalized) is 0.256. (2) The peptide sequence is FYNEKAFLLTTFDVS. The MHC is DRB1_0101 with pseudo-sequence DRB1_0101. The binding affinity (normalized) is 0.547. (3) The peptide sequence is ASRELERFAVNPGLL. The MHC is H-2-IAb with pseudo-sequence H-2-IAb. The binding affinity (normalized) is 0.244. (4) The peptide sequence is IMGHVYLQASTGYGL. The MHC is DRB1_1101 with pseudo-sequence DRB1_1101. The binding affinity (normalized) is 0.198.